From a dataset of Catalyst prediction with 721,799 reactions and 888 catalyst types from USPTO. Predict which catalyst facilitates the given reaction. (1) Reactant: C(=O)CCCCCCCC=O.[CH3:12][CH:13]([CH2:16][CH2:17][CH2:18][CH2:19][CH2:20][CH:21]=O)[CH:14]=O.[NH3:23].[H][H].C([N:28]([CH2:31]C)CC)C. Product: [CH:31]([NH2:28])([NH2:23])[CH2:21][CH2:20][CH2:19][CH2:18][CH2:17][CH2:16][CH2:13][CH3:14].[CH3:12][CH:13]([CH2:16][CH2:17][CH2:18][CH2:19][CH2:20][CH3:21])[CH:14]([NH2:28])[NH2:23]. The catalyst class is: 94. (2) Product: [F:1][C:2]1[CH:8]=[CH:7][C:5]([NH:6][C:12](=[O:13])[O:14][C:15]([CH3:18])([CH3:17])[CH3:16])=[CH:4][C:3]=1[N+:9]([O-:11])=[O:10]. Reactant: [F:1][C:2]1[CH:8]=[CH:7][C:5]([NH2:6])=[CH:4][C:3]=1[N+:9]([O-:11])=[O:10].[C:12](O[C:12]([O:14][C:15]([CH3:18])([CH3:17])[CH3:16])=[O:13])([O:14][C:15]([CH3:18])([CH3:17])[CH3:16])=[O:13]. The catalyst class is: 1. (3) Reactant: [C:1]1([Mg]Cl)[CH:6]=[CH:5][CH:4]=[CH:3][CH:2]=1.[C:9]1(=[O:14])[CH2:13][CH2:12][CH:11]=[CH:10]1.[Cl-].[NH4+].C(OCC)C. Product: [C:1]1([C:10]2[CH2:11][CH2:12][CH2:13][C:9]=2[OH:14])[CH:6]=[CH:5][CH:4]=[CH:3][CH:2]=1. The catalyst class is: 1.